From a dataset of Full USPTO retrosynthesis dataset with 1.9M reactions from patents (1976-2016). Predict the reactants needed to synthesize the given product. (1) Given the product [N:7]1[CH:8]=[CH:9][CH:10]=[C:5]([CH:3]2[CH2:4][N:1]([C:21]([NH:20][C:23]3[CH:32]=[CH:31][C:26]([C:27]([O:29][CH3:30])=[O:28])=[CH:25][CH:24]=3)=[O:22])[CH2:2]2)[CH:6]=1, predict the reactants needed to synthesize it. The reactants are: [NH:1]1[CH2:4][CH:3]([C:5]2[CH:6]=[N:7][CH:8]=[CH:9][CH:10]=2)[CH2:2]1.C(N(C(C)C)CC)(C)C.[N:20]([C:23]1[CH:32]=[CH:31][C:26]([C:27]([O:29][CH3:30])=[O:28])=[CH:25][CH:24]=1)=[C:21]=[O:22]. (2) The reactants are: [CH3:1][O:2][C:3]1[C:11]2[N:10]=[C:9]([CH2:12][CH2:13][CH2:14][N:15]([CH3:33])[CH2:16][CH2:17][C:18]3([OH:32])[CH2:23][CH:22]4[CH2:24][CH2:25][CH:19]3[CH:20]=[C:21]4[C:26]3[CH:31]=[CH:30][CH:29]=[CH:28][CH:27]=3)[NH:8][C:7]=2[CH:6]=[CH:5][CH:4]=1.[H-].[Na+].[C:36]([N:43]1[CH:47]=[CH:46]N=C1)(N1C=CN=C1)=[O:37].[CH:48](N)(C)C. Given the product [CH3:1][O:2][C:3]1[C:11]2[N:10]=[C:9]([CH2:12][CH2:13][CH2:14][N:15]([CH3:33])[CH2:16][CH2:17][C@:18]3([O:32][C:36](=[O:37])[NH:43][CH:47]([CH3:46])[CH3:48])[CH2:23][C@H:22]4[CH2:24][CH2:25][C@@H:19]3[CH:20]=[C:21]4[C:26]3[CH:27]=[CH:28][CH:29]=[CH:30][CH:31]=3)[NH:8][C:7]=2[CH:6]=[CH:5][CH:4]=1, predict the reactants needed to synthesize it.